The task is: Predict the product of the given reaction.. This data is from Forward reaction prediction with 1.9M reactions from USPTO patents (1976-2016). (1) Given the reactants [CH3:1][S:2](Cl)(=[O:4])=[O:3].[CH2:6]([O:8][C:9]1[CH:14]=[CH:13][C:12]([C:15]2[CH:20]=[CH:19][C:18]([CH2:21][CH2:22][CH2:23][OH:24])=[CH:17][CH:16]=2)=[C:11]([F:25])[C:10]=1[F:26])[CH3:7].C(N(CC)CC)C, predict the reaction product. The product is: [CH3:1][S:2]([O:24][CH2:23][CH2:22][CH2:21][C:18]1[CH:19]=[CH:20][C:15]([C:12]2[CH:13]=[CH:14][C:9]([O:8][CH2:6][CH3:7])=[C:10]([F:26])[C:11]=2[F:25])=[CH:16][CH:17]=1)(=[O:4])=[O:3]. (2) Given the reactants [CH3:1][Si:2]([CH3:29])([CH3:28])[CH2:3][CH2:4][O:5][C:6]([C:8]1[CH:9]=[C:10]([S:14]([NH:17][C:18]2[CH:27]=[CH:26][C:21]([C:22]([O:24][CH3:25])=[O:23])=[CH:20][N:19]=2)(=[O:16])=[O:15])[CH:11]=[CH:12][CH:13]=1)=[O:7].CN(C=O)C.I[CH2:36][CH2:37][CH3:38].C(=O)([O-])[O-].[K+].[K+], predict the reaction product. The product is: [CH2:36]([N:17]([S:14]([C:10]1[CH:11]=[CH:12][CH:13]=[C:8]([C:6]([O:5][CH2:4][CH2:3][Si:2]([CH3:28])([CH3:1])[CH3:29])=[O:7])[CH:9]=1)(=[O:15])=[O:16])[C:18]1[CH:27]=[CH:26][C:21]([C:22]([O:24][CH3:25])=[O:23])=[CH:20][N:19]=1)[CH2:37][CH3:38]. (3) The product is: [O:25]([C:14]1[N:15]=[C:16]([O:18][C:19]2[CH:24]=[CH:23][CH:22]=[CH:21][CH:20]=2)[N:17]=[C:12]([NH:11][C:8]2[CH:7]=[CH:6][C:5]([CH2:4][OH:3])=[CH:10][CH:9]=2)[N:13]=1)[C:26]1[CH:31]=[CH:30][CH:29]=[CH:28][CH:27]=1. Given the reactants C([O:3][C:4](=O)[C:5]1[CH:10]=[CH:9][C:8]([NH:11][C:12]2[N:17]=[C:16]([O:18][C:19]3[CH:24]=[CH:23][CH:22]=[CH:21][CH:20]=3)[N:15]=[C:14]([O:25][C:26]3[CH:31]=[CH:30][CH:29]=[CH:28][CH:27]=3)[N:13]=2)=[CH:7][CH:6]=1)C.CC(C[AlH]CC(C)C)C, predict the reaction product. (4) The product is: [OH:5][CH:3]([C:6]1[CH:7]=[CH:8][C:9]([NH:12][C:13]([C:15]2[CH:20]=[C:19]([N+:21]([O-:23])=[O:22])[CH:18]=[CH:17][C:16]=2[Cl:24])=[O:14])=[CH:10][CH:11]=1)[CH3:4]. Given the reactants [BH4-].[Na+].[C:3]([C:6]1[CH:11]=[CH:10][C:9]([NH:12][C:13]([C:15]2[CH:20]=[C:19]([N+:21]([O-:23])=[O:22])[CH:18]=[CH:17][C:16]=2[Cl:24])=[O:14])=[CH:8][CH:7]=1)(=[O:5])[CH3:4].C1COCC1.O.C(=O)(O)[O-].[Na+], predict the reaction product. (5) Given the reactants [CH3:1][O:2][C:3](=[O:40])[C@H:4]([NH:20][C:21]([C:23]1[CH:24]=[C:25]([C:30]2[CH:35]=[CH:34][C:33]([C:36]([F:39])([F:38])[F:37])=[CH:32][CH:31]=2)[CH:26]=[CH:27][C:28]=1[NH2:29])=[O:22])[CH2:5][C:6]1[CH:11]=[CH:10][C:9]([C:12]2[CH:17]=[CH:16][C:15]([F:18])=[C:14]([Cl:19])[CH:13]=2)=[CH:8][CH:7]=1.[C:41](Cl)(=[O:45])[CH:42]([CH3:44])[CH3:43], predict the reaction product. The product is: [CH3:1][O:2][C:3](=[O:40])[C@H:4]([NH:20][C:21]([C:23]1[CH:24]=[C:25]([C:30]2[CH:31]=[CH:32][C:33]([C:36]([F:39])([F:38])[F:37])=[CH:34][CH:35]=2)[CH:26]=[CH:27][C:28]=1[NH:29][C:41](=[O:45])[CH:42]([CH3:44])[CH3:43])=[O:22])[CH2:5][C:6]1[CH:11]=[CH:10][C:9]([C:12]2[CH:17]=[CH:16][C:15]([F:18])=[C:14]([Cl:19])[CH:13]=2)=[CH:8][CH:7]=1.